This data is from Peptide-MHC class I binding affinity with 185,985 pairs from IEDB/IMGT. The task is: Regression. Given a peptide amino acid sequence and an MHC pseudo amino acid sequence, predict their binding affinity value. This is MHC class I binding data. (1) The peptide sequence is PREGDLTC. The MHC is HLA-B27:05 with pseudo-sequence HLA-B27:05. The binding affinity (normalized) is 0. (2) The peptide sequence is GFKQSSKAL. The MHC is HLA-B27:01 with pseudo-sequence YHTEYREICAKTYENTAYLNYHDYTWAVLAYEWY. The binding affinity (normalized) is 0.515.